From a dataset of Forward reaction prediction with 1.9M reactions from USPTO patents (1976-2016). Predict the product of the given reaction. (1) Given the reactants [NH2:1][C:2]1[CH:3]=[CH:4][C:5]([CH3:24])=[C:6]([CH:23]=1)[O:7][C:8]1[CH:9]=[CH:10][C:11]2[N:12]([CH:14]=[C:15]([NH:17][C:18]([CH:20]3[CH2:22][CH2:21]3)=[O:19])[N:16]=2)[N:13]=1.[CH3:25][N:26]1[C:30]([C:31](Cl)=[O:32])=[CH:29][C:28]([CH3:34])=[N:27]1.C(N(CC)CC)C, predict the reaction product. The product is: [CH:20]1([C:18]([NH:17][C:15]2[N:16]=[C:11]3[CH:10]=[CH:9][C:8]([O:7][C:6]4[CH:23]=[C:2]([NH:1][C:31]([C:30]5[N:26]([CH3:25])[N:27]=[C:28]([CH3:34])[CH:29]=5)=[O:32])[CH:3]=[CH:4][C:5]=4[CH3:24])=[N:13][N:12]3[CH:14]=2)=[O:19])[CH2:22][CH2:21]1. (2) Given the reactants [I:1][C:2]1[CH:14]=[CH:13][C:12]2[C:11]3[C:6](=[CH:7][CH:8]=[CH:9][CH:10]=3)[CH2:5][C:4]=2[CH:3]=1.I[CH2:16][CH2:17][CH2:18][CH3:19].CC(C)([O-])C.[K+].O1[CH2:30][CH2:29][CH2:28][CH2:27]1, predict the reaction product. The product is: [CH2:16]([C:5]1([CH2:27][CH2:28][CH2:29][CH3:30])[C:4]2[CH:3]=[C:2]([I:1])[CH:14]=[CH:13][C:12]=2[C:11]2[C:6]1=[CH:7][CH:8]=[CH:9][CH:10]=2)[CH2:17][CH2:18][CH3:19].